From a dataset of Full USPTO retrosynthesis dataset with 1.9M reactions from patents (1976-2016). Predict the reactants needed to synthesize the given product. (1) Given the product [Cl:8][C:6]1[N:5]=[C:4]([S:9][CH3:10])[N:3]=[C:2]([O:20][C:13]2[CH:14]=[CH:15][C:16]([O:18][CH3:19])=[CH:17][C:12]=2[Cl:11])[CH:7]=1, predict the reactants needed to synthesize it. The reactants are: Cl[C:2]1[CH:7]=[C:6]([Cl:8])[N:5]=[C:4]([S:9][CH3:10])[N:3]=1.[Cl:11][C:12]1[CH:17]=[C:16]([O:18][CH3:19])[CH:15]=[CH:14][C:13]=1[OH:20].C([O-])([O-])=O.[K+].[K+].O. (2) Given the product [OH:28][C@@H:26]([CH3:27])[C@@H:13]([NH:12][C:6]1[C:7]2[CH:11]=[CH:10][S:9][C:8]=2[C:3]([C:1]#[N:2])=[CH:4][CH:5]=1)[C:14]1[O:15][C:18]([C:19]2[CH:20]=[CH:21][CH:22]=[CH:23][CH:24]=2)=[N:17][N:16]=1, predict the reactants needed to synthesize it. The reactants are: [C:1]([C:3]1[C:8]2[S:9][CH:10]=[CH:11][C:7]=2[C:6]([NH:12][C@H:13]([C@@H:26]([OH:28])[CH3:27])[C:14]([NH:16][NH:17][C:18](=O)[C:19]2[CH:24]=[CH:23][CH:22]=[CH:21][CH:20]=2)=[O:15])=[CH:5][CH:4]=1)#[N:2].CCN(P1(N(C)CCCN1C)=NC(C)(C)C)CC.CO. (3) Given the product [NH:15]1[CH:16]=[CH:17][C:13]([NH:12][C:4]2[N:3]=[C:2]([C:24]3[CH:25]=[CH:26][C:21]([C:18](=[O:20])[CH3:19])=[CH:22][CH:23]=3)[C:11]3[C:6]([CH:5]=2)=[CH:7][CH:8]=[CH:9][CH:10]=3)=[N:14]1, predict the reactants needed to synthesize it. The reactants are: Cl[C:2]1[C:11]2[C:6](=[CH:7][CH:8]=[CH:9][CH:10]=2)[CH:5]=[C:4]([NH:12][C:13]2[CH:17]=[CH:16][NH:15][N:14]=2)[N:3]=1.[C:18]([C:21]1[CH:26]=[CH:25][C:24](B(O)O)=[CH:23][CH:22]=1)(=[O:20])[CH3:19]. (4) The reactants are: [C:1]([C:3]1[CH:29]=[CH:28][C:6]([O:7][C:8]2[CH:9]=[C:10]([CH:14]=[C:15]([O:17][CH2:18][C:19]3[CH:24]=[CH:23][CH:22]=[C:21]([N+:25]([O-:27])=[O:26])[CH:20]=3)[CH:16]=2)[C:11]([OH:13])=O)=[CH:5][CH:4]=1)#[N:2].[C:30]([O:34][C:35](=[O:44])[NH:36][CH:37]1[CH2:42][CH2:41][CH:40]([NH2:43])[CH2:39][CH2:38]1)([CH3:33])([CH3:32])[CH3:31]. Given the product [C:30]([O:34][C:35](=[O:44])[NH:36][CH:37]1[CH2:38][CH2:39][CH:40]([NH:43][C:11](=[O:13])[C:10]2[CH:14]=[C:15]([O:17][CH2:18][C:19]3[CH:24]=[CH:23][CH:22]=[C:21]([N+:25]([O-:27])=[O:26])[CH:20]=3)[CH:16]=[C:8]([O:7][C:6]3[CH:28]=[CH:29][C:3]([C:1]#[N:2])=[CH:4][CH:5]=3)[CH:9]=2)[CH2:41][CH2:42]1)([CH3:33])([CH3:31])[CH3:32], predict the reactants needed to synthesize it. (5) Given the product [C:17]([O:16][C:14]([N:7]1[C:8]2[C:13](=[CH:12][CH:11]=[CH:10][CH:9]=2)[C:5]([C:3](=[O:4])[CH2:2][N:1]=[C:26]=[O:27])=[CH:6]1)=[O:15])([CH3:20])([CH3:19])[CH3:18], predict the reactants needed to synthesize it. The reactants are: [NH2:1][CH2:2][C:3]([C:5]1[C:13]2[C:8](=[CH:9][CH:10]=[CH:11][CH:12]=2)[N:7]([C:14]([O:16][C:17]([CH3:20])([CH3:19])[CH3:18])=[O:15])[CH:6]=1)=[O:4].[H-].[Na+].Cl.NC[C:26](C1C2C(=CC=CC=2)N(C(OC(C)(C)C)=O)C=1)=[O:27].C(Cl)(Cl)=O.ClC(Cl)(OC(=O)OC(Cl)(Cl)Cl)Cl. (6) Given the product [CH2:2]1[C:5]2([CH2:9][CH2:8][O:7][CH2:6]2)[CH2:4][N:3]1[CH2:41][C:40]1[CH:39]=[CH:38][C:37]([O:36][CH:34]2[CH2:35][N:32]([C:30]([C:28]3[O:29][C:25]([C:22]4[CH:23]=[CH:24][C:19]([O:18][CH3:17])=[CH:20][CH:21]=4)=[N:26][N:27]=3)=[O:31])[CH2:33]2)=[CH:44][CH:43]=1, predict the reactants needed to synthesize it. The reactants are: Cl.[CH2:2]1[C:5]2([CH2:9][CH2:8][O:7][CH2:6]2)[CH2:4][NH:3]1.C(N(CC)CC)C.[CH3:17][O:18][C:19]1[CH:24]=[CH:23][C:22]([C:25]2[O:29][C:28]([C:30]([N:32]3[CH2:35][CH:34]([O:36][C:37]4[CH:44]=[CH:43][C:40]([CH:41]=O)=[CH:39][CH:38]=4)[CH2:33]3)=[O:31])=[N:27][N:26]=2)=[CH:21][CH:20]=1.[Na].C([O-])(O)=O.[Na+]. (7) Given the product [NH:43]1[C:44]2[C:40](=[CH:39][C:38]([N:35]3[C:33]4=[N:34][C:29]([C:51]5[CH:52]=[C:53]([O:57][CH3:58])[C:54]([O:55][CH3:56])=[C:49]([O:48][CH3:47])[CH:50]=5)=[CH:30][N:31]=[C:32]4[N:37]=[CH:36]3)=[CH:46][CH:45]=2)[CH:41]=[CH:42]1, predict the reactants needed to synthesize it. The reactants are: N1C2C(=CC(C3C4C(=NC=C(C5C=CC(N(C)C)=NC=5)C=4)NC=3)=CC=2)C=C1.Br[C:29]1[N:34]=[C:33]2[N:35]([C:38]3[CH:39]=[C:40]4[C:44](=[CH:45][CH:46]=3)[NH:43][CH:42]=[CH:41]4)[CH:36]=[N:37][C:32]2=[N:31][CH:30]=1.[CH3:47][O:48][C:49]1[CH:50]=[C:51](B(O)O)[CH:52]=[C:53]([O:57][CH3:58])[C:54]=1[O:55][CH3:56].C([O-])([O-])=O.[Na+].[Na+].